From a dataset of Catalyst prediction with 721,799 reactions and 888 catalyst types from USPTO. Predict which catalyst facilitates the given reaction. (1) Reactant: [CH3:1][O:2][C:3]1[CH:4]=[C:5]([CH:9]=[CH:10][C:11]=1[N+:12]([O-:14])=[O:13])[C:6]([NH2:8])=O.CCN(CC)CC.C(OC(C(F)(F)F)=O)(C(F)(F)F)=O. Product: [CH3:1][O:2][C:3]1[CH:4]=[C:5]([CH:9]=[CH:10][C:11]=1[N+:12]([O-:14])=[O:13])[C:6]#[N:8]. The catalyst class is: 1. (2) Reactant: [C:1]1([CH2:7][C:8](O)=[O:9])[CH:6]=[CH:5][CH:4]=[CH:3][CH:2]=1.Cl.CN(C)CCCN=C=NCC.[NH2:23][C:24]1[N:29]=[C:28]2[NH:30][CH:31]=[C:32]([CH:33]=[C:34]([C:38]3[CH:43]=[CH:42][CH:41]=[CH:40][CH:39]=3)[C:35]([NH2:37])=[O:36])[C:27]2=[CH:26][CH:25]=1. Product: [C:1]1([CH2:7][C:8]([NH:23][C:24]2[N:29]=[C:28]3[NH:30][CH:31]=[C:32]([CH:33]=[C:34]([C:38]4[CH:39]=[CH:40][CH:41]=[CH:42][CH:43]=4)[C:35]([NH2:37])=[O:36])[C:27]3=[CH:26][CH:25]=2)=[O:9])[CH:6]=[CH:5][CH:4]=[CH:3][CH:2]=1. The catalyst class is: 4. (3) Reactant: [CH:1]1([N:5]2[C:9]3[N:10]=[C:11]([OH:14])[N:12]=[CH:13][C:8]=3[CH:7]=[CH:6]2)[CH2:4][CH2:3][CH2:2]1.N1C=CC=CC=1.[S:21](O[S:21]([C:24]([F:27])([F:26])[F:25])(=[O:23])=[O:22])([C:24]([F:27])([F:26])[F:25])(=[O:23])=[O:22]. Product: [F:25][C:24]([F:27])([F:26])[S:21]([O:14][C:11]1[N:12]=[CH:13][C:8]2[CH:7]=[CH:6][N:5]([CH:1]3[CH2:2][CH2:3][CH2:4]3)[C:9]=2[N:10]=1)(=[O:23])=[O:22]. The catalyst class is: 2. (4) The catalyst class is: 2. Reactant: [F:1][C:2]1[CH:7]=[CH:6][C:5]([O:8][CH3:9])=[CH:4][C:3]=1[C:10]1[CH:15]=[CH:14][C:13]([CH2:16][OH:17])=[CH:12][C:11]=1[C:18]1([O:23][CH3:24])[CH2:22][CH2:21][CH2:20][CH2:19]1.[CH3:25][S:26](Cl)(=[O:28])=[O:27]. Product: [F:1][C:2]1[CH:7]=[CH:6][C:5]([O:8][CH3:9])=[CH:4][C:3]=1[C:10]1[CH:15]=[CH:14][C:13]([CH2:16][O:17][S:26]([CH3:25])(=[O:28])=[O:27])=[CH:12][C:11]=1[C:18]1([O:23][CH3:24])[CH2:19][CH2:20][CH2:21][CH2:22]1. (5) Reactant: [C:1]([C:3]1[CH:32]=[CH:31][C:6]([CH2:7][NH:8][C:9]([N:11]2[CH2:16][CH2:15][N:14]([C:17](=[O:30])[CH2:18][NH:19][C:20](=[O:29])[O:21][CH2:22][C:23]3[CH:28]=[CH:27][CH:26]=[CH:25][CH:24]=3)[CH2:13][CH2:12]2)=[O:10])=[CH:5][CH:4]=1)#[N:2]. Product: [NH2:2][CH2:1][C:3]1[CH:32]=[CH:31][C:6]([CH2:7][NH:8][C:9]([N:11]2[CH2:12][CH2:13][N:14]([C:17](=[O:30])[CH2:18][NH:19][C:20](=[O:29])[O:21][CH2:22][C:23]3[CH:24]=[CH:25][CH:26]=[CH:27][CH:28]=3)[CH2:15][CH2:16]2)=[O:10])=[CH:5][CH:4]=1. The catalyst class is: 94. (6) The catalyst class is: 7. Product: [F:15][C:16]1[C:17]([O:34][CH2:43][C:39]2[CH:40]=[N:41][CH:42]=[C:37]([C:36]([F:46])([F:35])[F:45])[CH:38]=2)=[CH:18][C:19]([CH2:22][N:23]2[C:24](=[O:33])[C:25]3[C:30](=[CH:29][CH:28]=[CH:27][CH:26]=3)[C:31]2=[O:32])=[N:20][CH:21]=1. Reactant: CC(OC(/N=N/C(OC(C)C)=O)=O)C.[F:15][C:16]1[C:17]([OH:34])=[CH:18][C:19]([CH2:22][N:23]2[C:31](=[O:32])[C:30]3[C:25](=[CH:26][CH:27]=[CH:28][CH:29]=3)[C:24]2=[O:33])=[N:20][CH:21]=1.[F:35][C:36]([F:46])([F:45])[C:37]1[CH:38]=[C:39]([CH2:43]O)[CH:40]=[N:41][CH:42]=1.C1C=CC(P(C2C=CC=CC=2)C2C=CC=CC=2)=CC=1. (7) Reactant: [CH3:1][C:2]1([CH3:11])[CH2:7][CH2:6][CH2:5][CH:4]([CH:8]([OH:10])[CH3:9])[CH2:3]1.C(O[C:15]([CH2:17][CH2:18][C:19](=[O:23])[CH2:20][CH2:21]C)=O)C.CC[O-:26].[Na+].O. Product: [CH3:11][C:2]1([CH3:1])[CH2:7][CH2:6][CH2:5][CH:4]([CH:8]([O:10][C:21](=[O:26])[CH2:20][C:19](=[O:23])[CH2:18][CH2:17][CH3:15])[CH3:9])[CH2:3]1. The catalyst class is: 548.